Dataset: Full USPTO retrosynthesis dataset with 1.9M reactions from patents (1976-2016). Task: Predict the reactants needed to synthesize the given product. (1) The reactants are: [NH2:1][CH2:2][CH:3]([OH:28])[CH2:4][C:5]1[CH:10]=[CH:9][C:8]([C:11]2[N:15]=[C:14]([C:16]3[S:17][C:18]([CH2:22][N:23]([CH2:26][CH3:27])[CH2:24][CH3:25])=[C:19]([CH3:21])[CH:20]=3)[O:13][N:12]=2)=[CH:7][CH:6]=1.[C:29](O)(=[O:32])[CH2:30][OH:31]. Given the product [CH2:26]([N:23]([CH2:22][C:18]1[S:17][C:16]([C:14]2[O:13][N:12]=[C:11]([C:8]3[CH:9]=[CH:10][C:5]([CH2:4][CH:3]([OH:28])[CH2:2][NH:1][C:30](=[O:31])[CH2:29][OH:32])=[CH:6][CH:7]=3)[N:15]=2)=[CH:20][C:19]=1[CH3:21])[CH2:24][CH3:25])[CH3:27], predict the reactants needed to synthesize it. (2) Given the product [C:1]([O:5][C:6](=[O:7])[NH:10][C:11]1[CH:16]=[CH:15][CH:14]=[C:13]([CH3:17])[N:12]=1)([CH3:4])([CH3:3])[CH3:2], predict the reactants needed to synthesize it. The reactants are: [C:1]([OH:5])([CH3:4])([CH3:3])[CH3:2].[C:6](Cl)(Cl)=[O:7].[NH2:10][C:11]1[CH:16]=[CH:15][CH:14]=[C:13]([CH3:17])[N:12]=1.C(N(CC)CC)C.[OH-].[Na+]. (3) Given the product [F:1][C:2]1[CH:3]=[C:4]([CH:7]=[CH:8][C:9]=1[C:10]1[S:11][C:12]2[C:17]([N:18]=1)=[CH:16][CH:15]=[C:14]([C:19]1([C:22]3[CH:23]=[CH:24][CH:25]=[CH:26][CH:27]=3)[CH2:20][CH2:21]1)[N:13]=2)[CH2:5][N:28]1[CH2:31][CH2:30][C@@H:29]1[C:32]([OH:34])=[O:33], predict the reactants needed to synthesize it. The reactants are: [F:1][C:2]1[CH:3]=[C:4]([CH:7]=[CH:8][C:9]=1[C:10]1[S:11][C:12]2[C:17]([N:18]=1)=[CH:16][CH:15]=[C:14]([C:19]1([C:22]3[CH:27]=[CH:26][CH:25]=[CH:24][CH:23]=3)[CH2:21][CH2:20]1)[N:13]=2)[CH:5]=O.[NH:28]1[CH2:31][CH2:30][C@@H:29]1[C:32]([OH:34])=[O:33]. (4) Given the product [NH:57]1[C:52]2[CH:53]=[CH:54][CH:55]=[CH:56][C:51]=2[N:58]=[C:34]1[NH:33][C:6]1[CH:11]=[CH:10][C:9]([CH3:12])=[C:8]([C:13]2[CH:14]=[C:15]3[C:20](=[CH:21][CH:22]=2)[N:19]=[C:18]([NH:23][CH3:24])[N:17]=[CH:16]3)[CH:7]=1, predict the reactants needed to synthesize it. The reactants are: C1(NC(=O)[C:6]2[CH:11]=[CH:10][C:9]([CH3:12])=[C:8]([C:13]3[CH:14]=[C:15]4[C:20](=[CH:21][CH:22]=3)[N:19]=[C:18]([NH:23][C:24](C)(C)CNC(C)C)[N:17]=[CH:16]4)[CH:7]=2)CC1.[NH:33]=[C:34]=N.C1CCC(N=C=NC2CCCCC2)CC1.[C:51]1([NH2:58])[C:52]([NH2:57])=[CH:53][CH:54]=[CH:55][CH:56]=1. (5) Given the product [N:1]1([CH:16]2[CH2:17][CH2:18][NH:19][CH2:20][CH2:21]2)[CH2:2][CH2:3][CH:4]([O:7][CH2:8][C:9]([O:11][CH2:12][CH3:13])=[O:10])[CH2:5][CH2:6]1, predict the reactants needed to synthesize it. The reactants are: [N:1]1([CH:16]2[CH2:21][CH2:20][NH:19][CH2:18][CH2:17]2)[CH2:6][CH2:5][CH:4]([O:7][CH2:8][C:9]([O:11][C:12](C)(C)[CH3:13])=[O:10])[CH2:3][CH2:2]1.Cl. (6) Given the product [CH3:1][O:2][C:3]1[C:13]2[C:14]3[C:6]([CH2:7][CH:8]([OH:15])[C:9]=3[CH:10]=[CH:11][CH:12]=2)=[CH:5][CH:4]=1, predict the reactants needed to synthesize it. The reactants are: [CH3:1][O:2][C:3]1[C:13]2[C:14]3[C:6]([CH2:7][CH:8]([O:15][Si](OC(C)(C)C)(C)C)[C:9]=3[CH:10]=[CH:11][CH:12]=2)=[CH:5][CH:4]=1.[F-].C([N+](CCCC)(CCCC)CCCC)CCC.[Cl-].[NH4+].